This data is from NCI-60 drug combinations with 297,098 pairs across 59 cell lines. The task is: Regression. Given two drug SMILES strings and cell line genomic features, predict the synergy score measuring deviation from expected non-interaction effect. (1) Drug 1: C1CC2CC3=C(CC1C24CN(S(=O)(=O)N4)CC(F)(F)F)C=CC(=C3)C=CCN5CCC(CC5)C(F)(F)F. Drug 2: C1=CC=C(C=C1)NC(=O)CCCCCCC(=O)NO. Cell line: T-47D. Synergy scores: CSS=52.4, Synergy_ZIP=4.85, Synergy_Bliss=6.11, Synergy_Loewe=1.60, Synergy_HSA=8.77. (2) Drug 1: COC1=CC(=CC(=C1O)OC)C2C3C(COC3=O)C(C4=CC5=C(C=C24)OCO5)OC6C(C(C7C(O6)COC(O7)C8=CC=CS8)O)O. Drug 2: CCC1=C2CN3C(=CC4=C(C3=O)COC(=O)C4(CC)O)C2=NC5=C1C=C(C=C5)O. Cell line: 786-0. Synergy scores: CSS=44.9, Synergy_ZIP=-3.08, Synergy_Bliss=-3.95, Synergy_Loewe=-15.8, Synergy_HSA=-1.02. (3) Drug 1: C1=CC=C(C=C1)NC(=O)CCCCCCC(=O)NO. Drug 2: CN1C2=C(C=C(C=C2)N(CCCl)CCCl)N=C1CCCC(=O)O.Cl. Cell line: SK-MEL-2. Synergy scores: CSS=29.0, Synergy_ZIP=-2.25, Synergy_Bliss=-1.21, Synergy_Loewe=-16.9, Synergy_HSA=-0.647. (4) Drug 1: CC(C1=C(C=CC(=C1Cl)F)Cl)OC2=C(N=CC(=C2)C3=CN(N=C3)C4CCNCC4)N. Drug 2: COC1=C2C(=CC3=C1OC=C3)C=CC(=O)O2. Cell line: HOP-62. Synergy scores: CSS=2.95, Synergy_ZIP=0.0829, Synergy_Bliss=-0.739, Synergy_Loewe=-0.714, Synergy_HSA=-2.49. (5) Drug 1: CS(=O)(=O)CCNCC1=CC=C(O1)C2=CC3=C(C=C2)N=CN=C3NC4=CC(=C(C=C4)OCC5=CC(=CC=C5)F)Cl. Drug 2: CCC1(C2=C(COC1=O)C(=O)N3CC4=CC5=C(C=CC(=C5CN(C)C)O)N=C4C3=C2)O.Cl. Cell line: CAKI-1. Synergy scores: CSS=24.9, Synergy_ZIP=-10.8, Synergy_Bliss=-2.96, Synergy_Loewe=-3.84, Synergy_HSA=-3.51. (6) Drug 1: CC1=CC=C(C=C1)C2=CC(=NN2C3=CC=C(C=C3)S(=O)(=O)N)C(F)(F)F. Drug 2: C1=CN(C=N1)CC(O)(P(=O)(O)O)P(=O)(O)O. Cell line: RXF 393. Synergy scores: CSS=-0.331, Synergy_ZIP=-1.06, Synergy_Bliss=-4.29, Synergy_Loewe=-3.56, Synergy_HSA=-3.44. (7) Drug 1: C1=C(C(=O)NC(=O)N1)N(CCCl)CCCl. Drug 2: C1=CN(C(=O)N=C1N)C2C(C(C(O2)CO)O)O.Cl. Cell line: NCI-H522. Synergy scores: CSS=40.0, Synergy_ZIP=-9.46, Synergy_Bliss=-8.26, Synergy_Loewe=-1.16, Synergy_HSA=0.429. (8) Drug 1: CC(C1=C(C=CC(=C1Cl)F)Cl)OC2=C(N=CC(=C2)C3=CN(N=C3)C4CCNCC4)N. Drug 2: CCC1(CC2CC(C3=C(CCN(C2)C1)C4=CC=CC=C4N3)(C5=C(C=C6C(=C5)C78CCN9C7C(C=CC9)(C(C(C8N6C=O)(C(=O)OC)O)OC(=O)C)CC)OC)C(=O)OC)O.OS(=O)(=O)O. Cell line: IGROV1. Synergy scores: CSS=32.0, Synergy_ZIP=-5.94, Synergy_Bliss=2.96, Synergy_Loewe=-9.04, Synergy_HSA=1.24. (9) Drug 1: C1C(C(OC1N2C=C(C(=O)NC2=O)F)CO)O. Drug 2: C(CCl)NC(=O)N(CCCl)N=O. Cell line: HCC-2998. Synergy scores: CSS=40.3, Synergy_ZIP=-0.417, Synergy_Bliss=-5.46, Synergy_Loewe=-9.11, Synergy_HSA=-5.23. (10) Drug 1: CCCCCOC(=O)NC1=NC(=O)N(C=C1F)C2C(C(C(O2)C)O)O. Drug 2: C1=CN(C=N1)CC(O)(P(=O)(O)O)P(=O)(O)O. Cell line: NCI/ADR-RES. Synergy scores: CSS=-0.954, Synergy_ZIP=-0.873, Synergy_Bliss=-3.29, Synergy_Loewe=-3.18, Synergy_HSA=-3.86.